The task is: Predict the reactants needed to synthesize the given product.. This data is from Full USPTO retrosynthesis dataset with 1.9M reactions from patents (1976-2016). (1) The reactants are: [CH3:1][C:2]1([CH3:12])[CH2:10][C:9]2[C:4](=[CH:5][CH:6]=[CH:7][CH:8]=2)[CH:3]1O.[F:13][C:14]([F:21])([F:20])[C:15]1[NH:19][CH:18]=[N:17][CH:16]=1.C1(P(C2C=CC=CC=2)C2C=CC=CC=2)C=CC=CC=1.N(C(OC)=O)=NC(OC)=O.C1(C)C=CC=CC=1.C([O-])([O-])=O.[Na+].[Na+]. Given the product [CH3:1][C:2]1([CH3:12])[CH2:10][C:9]2[C:4](=[CH:5][CH:6]=[CH:7][CH:8]=2)[CH:3]1[N:19]1[C:15]([C:14]([F:21])([F:20])[F:13])=[CH:16][N:17]=[CH:18]1, predict the reactants needed to synthesize it. (2) Given the product [Cl:1][C:2]1[S:3][C:4]2[C:10]([O:11][S:12]([C:15]([F:18])([F:16])[F:17])(=[O:14])=[O:13])=[C:9]([C@H:19]([OH:25])[C:20]([O:22][CH2:23][CH3:24])=[O:21])[C:8]([CH3:26])=[CH:7][C:5]=2[N:6]=1, predict the reactants needed to synthesize it. The reactants are: [Cl:1][C:2]1[S:3][C:4]2[C:10]([O:11][S:12]([C:15]([F:18])([F:17])[F:16])(=[O:14])=[O:13])=[C:9]([C:19](=[O:25])[C:20]([O:22][CH2:23][CH3:24])=[O:21])[C:8]([CH3:26])=[CH:7][C:5]=2[N:6]=1.B1(C)OC(C2C=CC=CC=2)(C2C=CC=CC=2)[C@@H]2N1CCC2.[B]1OC2C(=CC=CC=2)O1.BrC1SC2C(OS(C(F)(F)F)(=O)=O)=C([C@H](O)C(OCC)=O)C(C)=CC=2N=1. (3) Given the product [C:1]([O:5][C:6]([N:8]1[CH2:12][CH:11]([O:13][C:14]2[C:23]3[C:18](=[CH:19][C:20]([O:24][CH3:25])=[CH:21][CH:22]=3)[CH:17]=[CH:16][N:15]=2)[CH2:10][CH:9]1[C:26](=[O:36])[NH:27][C:28]1([C:33]([NH:44][S:43]([O:42][C:39]2([CH2:37][CH3:38])[CH2:41][CH2:40]2)(=[O:46])=[O:45])=[O:34])[CH2:30][CH:29]1[CH2:31][CH3:32])=[O:7])([CH3:2])([CH3:3])[CH3:4], predict the reactants needed to synthesize it. The reactants are: [C:1]([O:5][C:6]([N:8]1[CH2:12][CH:11]([O:13][C:14]2[C:23]3[C:18](=[CH:19][C:20]([O:24][CH3:25])=[CH:21][CH:22]=3)[CH:17]=[CH:16][N:15]=2)[CH2:10][CH:9]1[C:26](=[O:36])[NH:27][C:28]1([C:33](O)=[O:34])[CH2:30][CH:29]1[CH2:31][CH3:32])=[O:7])([CH3:4])([CH3:3])[CH3:2].[CH2:37]([C:39]1([O:42][S:43](=[O:46])(=[O:45])[NH2:44])[CH2:41][CH2:40]1)[CH3:38]. (4) Given the product [OH:6][CH:3]([CH3:2])[C:4]#[C:5][C:14]1[C:15](=[O:19])[O:16][C:17]2[C:12]([CH:13]=1)=[CH:11][CH:10]=[C:9]([O:8][CH3:7])[CH:18]=2, predict the reactants needed to synthesize it. The reactants are: [Br-].[CH3:2][CH:3]([OH:6])[C:4]#[CH:5].[CH3:7][O:8][C:9]1[CH:18]=[C:17]2[C:12]([CH:13]=[C:14](C#C[Si](C)(C)C)[C:15](=[O:19])[O:16]2)=[CH:11][CH:10]=1. (5) Given the product [C:34]1([S:40]([NH:1][C:2]2[CH:7]=[CH:6][C:5]([C:8]3[CH:9]=[CH:10][C:11]([S:14]([N:17]4[CH:21]([C:22]([OH:24])=[O:23])[CH2:20][CH:19]5[CH2:25][CH2:26][CH2:27][CH:18]45)(=[O:16])=[O:15])=[CH:12][CH:13]=3)=[CH:4][CH:3]=2)(=[O:42])=[O:41])[CH:39]=[CH:38][CH:37]=[CH:36][CH:35]=1, predict the reactants needed to synthesize it. The reactants are: [NH2:1][C:2]1[CH:7]=[CH:6][C:5]([C:8]2[CH:13]=[CH:12][C:11]([S:14]([N:17]3[CH:21]([C:22]([OH:24])=[O:23])[CH2:20][CH:19]4[CH2:25][CH2:26][CH2:27][CH:18]34)(=[O:16])=[O:15])=[CH:10][CH:9]=2)=[CH:4][CH:3]=1.N1C=CC=CC=1.[C:34]1([S:40](Cl)(=[O:42])=[O:41])[CH:39]=[CH:38][CH:37]=[CH:36][CH:35]=1.